This data is from Ames mutagenicity test results for genotoxicity prediction. The task is: Regression/Classification. Given a drug SMILES string, predict its toxicity properties. Task type varies by dataset: regression for continuous values (e.g., LD50, hERG inhibition percentage) or binary classification for toxic/non-toxic outcomes (e.g., AMES mutagenicity, cardiotoxicity, hepatotoxicity). Dataset: ames. (1) The molecule is CCCCC/C=C\C=C/C=O. The result is 0 (non-mutagenic). (2) The drug is CCOC(=O)C(C)=O. The result is 0 (non-mutagenic). (3) The drug is CN(N=O)c1ccccc1. The result is 1 (mutagenic). (4) The molecule is CN1CN=C2C1=N[C-][N+](O)=C2N. The result is 1 (mutagenic). (5) The drug is ClC(Cl)(Cl)Cl. The result is 0 (non-mutagenic). (6) The compound is OCc1ccc2c(c1)-c1cccc3cccc-2c13. The result is 1 (mutagenic). (7) The molecule is CN(C)CCNC(=O)c1cccc2c(=O)c3ccccc3oc12. The result is 1 (mutagenic).